Task: Predict the reactants needed to synthesize the given product.. Dataset: Full USPTO retrosynthesis dataset with 1.9M reactions from patents (1976-2016) (1) Given the product [N:1]1([CH2:8][CH2:9][CH2:10][CH2:11][CH2:12][C:13]#[N:14])[CH2:6][CH2:5][CH2:4][CH2:3][CH2:2]1, predict the reactants needed to synthesize it. The reactants are: [NH:1]1[CH2:6][CH2:5][CH2:4][CH2:3][CH2:2]1.Cl[CH2:8][CH2:9][CH2:10][CH2:11][CH2:12][C:13]#[N:14]. (2) Given the product [N+:19]([C:22]1[CH:23]=[CH:24][C:25]([C:26]([O:1][C@H:2]2[CH2:3][CH2:4][C@@H:5]([N:8]3[C:9](=[O:18])[C:10]4[C:15](=[CH:14][CH:13]=[CH:12][CH:11]=4)[C:16]3=[O:17])[CH2:6][CH2:7]2)=[O:27])=[CH:29][CH:30]=1)([O-:21])=[O:20], predict the reactants needed to synthesize it. The reactants are: [OH:1][C@H:2]1[CH2:7][CH2:6][C@H:5]([N:8]2[C:16](=[O:17])[C:15]3[C:10](=[CH:11][CH:12]=[CH:13][CH:14]=3)[C:9]2=[O:18])[CH2:4][CH2:3]1.[N+:19]([C:22]1[CH:30]=[CH:29][C:25]([C:26](O)=[O:27])=[CH:24][CH:23]=1)([O-:21])=[O:20].C1(P(C2C=CC=CC=2)C2C=CC=CC=2)C=CC=CC=1.N(C(OCC)=O)=NC(OCC)=O.C1(C)C=CC=CC=1. (3) Given the product [CH:39]1([N:24]2[CH2:25][CH2:26][N:21]([C:19]([N:17]3[CH2:18][CH:13]([C:10]4[CH:11]=[CH:12][C:7]([CH2:5][CH3:6])=[CH:8][CH:9]=4)[CH2:14][CH:15]([C:27]([NH:29][C:30]4[CH:35]=[CH:34][CH:33]=[CH:32][CH:31]=4)=[O:28])[CH2:16]3)=[O:20])[CH2:22][CH2:23]2)[CH2:41][CH2:40]1, predict the reactants needed to synthesize it. The reactants are: C([BH3-])#N.[Na+].[CH2:5]([C:7]1[CH:12]=[CH:11][C:10]([CH:13]2[CH2:18][N:17]([C:19]([N:21]3[CH2:26][CH2:25][NH:24][CH2:23][CH2:22]3)=[O:20])[CH2:16][CH:15]([C:27]([NH:29][C:30]3[CH:35]=[CH:34][CH:33]=[CH:32][CH:31]=3)=[O:28])[CH2:14]2)=[CH:9][CH:8]=1)[CH3:6].C(O[C:39]1(O[Si](C)(C)C)[CH2:41][CH2:40]1)C.C(O)(=O)C.